From a dataset of Full USPTO retrosynthesis dataset with 1.9M reactions from patents (1976-2016). Predict the reactants needed to synthesize the given product. (1) Given the product [CH2:34]([O:33][C:31](=[O:32])[CH2:30][N:14]1[C:15]2[C:11](=[CH:10][C:9]([O:8][CH2:1][C:2]3[CH:3]=[CH:4][CH:5]=[CH:6][CH:7]=3)=[CH:17][CH:16]=2)[CH:12]=[CH:13]1)[CH3:35], predict the reactants needed to synthesize it. The reactants are: [CH2:1]([O:8][C:9]1[CH:10]=[C:11]2[C:15](=[CH:16][CH:17]=1)[NH:14][CH:13]=[CH:12]2)[C:2]1[CH:7]=[CH:6][CH:5]=[CH:4][CH:3]=1.[H-].[Na+].N1C2C(=CC=CC=2)C=C1.Br[CH2:30][C:31]([O:33][CH2:34][CH3:35])=[O:32]. (2) Given the product [OH:6][C:7]1[C:12]([C:13]2[CH:18]=[CH:17][CH:16]=[CH:15][CH:14]=2)=[C:11]([OH:19])[CH:10]=[CH:9][C:8]=1[CH2:21][CH2:22][C:23]([O:25][CH3:26])=[O:24], predict the reactants needed to synthesize it. The reactants are: B(Br)(Br)Br.C[O:6][C:7]1[C:12]([C:13]2[CH:18]=[CH:17][CH:16]=[CH:15][CH:14]=2)=[C:11]([O:19]C)[CH:10]=[CH:9][C:8]=1[CH2:21][CH2:22][C:23]([OH:25])=[O:24].[CH2:26](Cl)Cl. (3) The reactants are: Br[C:2]1[CH:3]=[C:4]([NH:9][C:10](=[O:15])[C:11]([CH3:14])([CH3:13])[CH3:12])[CH:5]=[CH:6][C:7]=1[F:8].[Li]CCCC.[CH3:21][O:22][C:23]1[CH:24]=[N:25][C:26]2[C:31]([N:32]=1)=[CH:30][C:29]([CH:33]=[O:34])=[CH:28][CH:27]=2. Given the product [F:8][C:7]1[CH:6]=[CH:5][C:4]([NH:9][C:10](=[O:15])[C:11]([CH3:14])([CH3:13])[CH3:12])=[CH:3][C:2]=1[CH:33]([OH:34])[C:29]1[CH:30]=[C:31]2[C:26](=[CH:27][CH:28]=1)[N:25]=[CH:24][C:23]([O:22][CH3:21])=[N:32]2, predict the reactants needed to synthesize it.